From a dataset of Kir2.1 potassium channel HTS with 301,493 compounds. Binary Classification. Given a drug SMILES string, predict its activity (active/inactive) in a high-throughput screening assay against a specified biological target. (1) The compound is O(c1c2c(c(CNCc3ccc(OC)cc3)cc1)cccc2)C. The result is 1 (active). (2) The drug is O1C(COc2c1cccc2)C(=O)Nc1c(CC)cccc1. The result is 0 (inactive). (3) The compound is s1c(N(CCN(C)C)C(=O)c2c(F)cccc2F)nc2c1c(cc(c2)C)C. The result is 0 (inactive). (4) The drug is O1C=2C(c3c1c(c(O)c(c3O)C)C(=O)C)(C(=O)C(C(=O)C2)C(=O)C)C. The result is 0 (inactive). (5) The result is 1 (active). The drug is O(C(c1ccccc1)c1ccccc1)CC#CCN(C)C.